From a dataset of Reaction yield outcomes from USPTO patents with 853,638 reactions. Predict the reaction yield, written as a fraction of the theoretical maximum amount of product (1.0 means a 100% yield; for example, 0.34 means a 34% yield). (1) The reactants are [CH3:1][NH:2][S:3]([C:6]1[CH:11]=[CH:10][CH:9]=[CH:8][CH:7]=1)(=[O:5])=[O:4].[CH3:12]OC(OC)N(C)C. No catalyst specified. The product is [CH3:1][N:2]([CH3:12])[S:3]([C:6]1[CH:7]=[CH:8][CH:9]=[CH:10][CH:11]=1)(=[O:4])=[O:5]. The yield is 0.940. (2) The reactants are [C:1]([C:4]1[CH:9]=[CH:8][CH:7]=[C:6]([Br:10])[N:5]=1)(=[O:3])[CH3:2].[I:11]I.[N:13]1[CH:18]=[CH:17][CH:16]=[CH:15][CH:14]=1. The catalyst is O. The product is [I-:11].[Br:10][C:6]1[N:5]=[C:4]([C:1](=[O:3])[CH2:2][N+:13]2[CH:18]=[CH:17][CH:16]=[CH:15][CH:14]=2)[CH:9]=[CH:8][CH:7]=1. The yield is 0.620. (3) The reactants are C[Al](C)C.[CH3:5][N:6]1[CH2:12][CH2:11][CH2:10][N:9]([C:13]2[N:18]=[CH:17][C:16]([C:19]([O:21]C)=O)=[CH:15][N:14]=2)[CH2:8][CH2:7]1.[CH3:23][O:24][C:25]1[CH:26]=[C:27]([CH2:33][CH2:34][C:35]2[CH:36]=[C:37]([NH2:40])[NH:38][N:39]=2)[CH:28]=[C:29]([O:31][CH3:32])[CH:30]=1. The catalyst is C1(C)C=CC=CC=1. The product is [CH3:32][O:31][C:29]1[CH:28]=[C:27]([CH2:33][CH2:34][C:35]2[CH:36]=[C:37]([NH:40][C:19]([C:16]3[CH:17]=[N:18][C:13]([N:9]4[CH2:10][CH2:11][CH2:12][N:6]([CH3:5])[CH2:7][CH2:8]4)=[N:14][CH:15]=3)=[O:21])[NH:38][N:39]=2)[CH:26]=[C:25]([O:24][CH3:23])[CH:30]=1. The yield is 0.270. (4) The reactants are [CH3:1][O:2][C:3]1[CH:4]=[C:5]([CH:14]=[CH:15][CH:16]=1)[CH2:6][CH2:7][NH:8][C:9](=O)[O:10]CC. The catalyst is O. The product is [CH3:1][O:2][C:3]1[CH:4]=[C:5]2[C:14](=[CH:15][CH:16]=1)[C:9](=[O:10])[NH:8][CH2:7][CH2:6]2. The yield is 1.38. (5) The reactants are [O:1]=[C:2]1[N:6]=[C:5]2[C:7]3[CH:8]=[CH:9][CH:10]=[C:11]4[C:16]=3[C:15]([C:4]2=[C:3]1[C:17]#[N:18])=[CH:14][CH:13]=[CH:12]4.[CH3:19][C:20]1[CH:25]=[CH:24][C:23]([OH:26])=[CH:22][CH:21]=1. The catalyst is C(#N)C. The product is [CH3:19][C:20]1[CH:25]=[CH:24][C:23]([O:26][C:12]2[C:11]3[C:16]4=[C:7]([C:5]5[C:4]([C:15]4=[CH:14][CH:13]=2)=[C:3]([C:17]#[N:18])[C:2](=[O:1])[N:6]=5)[CH:8]=[CH:9][CH:10]=3)=[CH:22][CH:21]=1. The yield is 0.400.